From a dataset of Full USPTO retrosynthesis dataset with 1.9M reactions from patents (1976-2016). Predict the reactants needed to synthesize the given product. Given the product [S:11]1[CH:12]=[CH:13][CH:14]=[C:10]1[CH2:9][N:8]([CH2:15][C:16]1[S:17][CH:18]=[CH:19][CH:20]=1)[S:5]([CH2:4][CH2:3][N:2]([CH3:1])[CH2:24][C:25]([N:27]([CH2:34][C:35]1[S:36][CH:37]=[CH:38][CH:39]=1)[CH2:28][C:29]1[S:30][CH:31]=[CH:32][CH:33]=1)=[O:26])(=[O:7])=[O:6], predict the reactants needed to synthesize it. The reactants are: [CH3:1][NH:2][CH2:3][CH2:4][S:5]([N:8]([CH2:15][C:16]1[S:17][CH:18]=[CH:19][CH:20]=1)[CH2:9][C:10]1[S:11][CH:12]=[CH:13][CH:14]=1)(=[O:7])=[O:6].[H-].[Na+].Br[CH2:24][C:25]([N:27]([CH2:34][C:35]1[S:36][CH:37]=[CH:38][CH:39]=1)[CH2:28][C:29]1[S:30][CH:31]=[CH:32][CH:33]=1)=[O:26].